From a dataset of Forward reaction prediction with 1.9M reactions from USPTO patents (1976-2016). Predict the product of the given reaction. (1) Given the reactants [Cl:1][C:2]1[CH:31]=[C:30]([Cl:32])[CH:29]=[CH:28][C:3]=1[O:4][C:5]1[CH:10]=[CH:9][CH:8]=[CH:7][C:6]=1[NH:11][S:12]([C:15]1[CH:27]=[CH:26][C:18]([C:19]([NH:21][CH2:22][C:23]([OH:25])=O)=[O:20])=[CH:17][CH:16]=1)(=[O:14])=[O:13].[CH3:33][N:34]([CH3:41])[CH2:35][C:36]([CH3:40])([CH3:39])[CH2:37][NH2:38], predict the reaction product. The product is: [Cl:1][C:2]1[CH:31]=[C:30]([Cl:32])[CH:29]=[CH:28][C:3]=1[O:4][C:5]1[CH:10]=[CH:9][CH:8]=[CH:7][C:6]=1[NH:11][S:12]([C:15]1[CH:27]=[CH:26][C:18]([C:19]([NH:21][CH2:22][C:23](=[O:25])[NH:38][CH2:37][C:36]([CH3:40])([CH3:39])[CH2:35][N:34]([CH3:41])[CH3:33])=[O:20])=[CH:17][CH:16]=1)(=[O:14])=[O:13]. (2) Given the reactants [NH2:1][C:2]1[N:7]=[C:6](Cl)[C:5]([NH:9][CH:10]=[O:11])=[C:4]([Cl:12])[N:3]=1.[NH2:13][CH2:14][C:15]1[N:20]=[C:19]([N:21]2[CH2:25][CH2:24][CH2:23][C:22]2=[O:26])[CH:18]=[CH:17][CH:16]=1.C(N(CC)CC)C, predict the reaction product. The product is: [NH2:1][C:2]1[N:3]=[C:4]([Cl:12])[C:5]([NH:9][CH:10]=[O:11])=[C:6]([NH:13][CH2:14][C:15]2[CH:16]=[CH:17][CH:18]=[C:19]([N:21]3[CH2:25][CH2:24][CH2:23][C:22]3=[O:26])[N:20]=2)[N:7]=1. (3) Given the reactants [CH3:1][CH:2]([CH3:14])[CH:3](O)[CH2:4][CH2:5][NH:6][C:7]1[CH:12]=[CH:11][CH:10]=[CH:9][CH:8]=1.[OH-].[Na+], predict the reaction product. The product is: [CH3:1][C:2]1([CH3:14])[CH2:3][CH2:4][CH2:5][NH:6][C:7]2[CH:12]=[CH:11][CH:10]=[CH:9][C:8]1=2. (4) Given the reactants [O:1]=[C:2]1[C:7]2[NH:8][C:9]3[CH:10]=[CH:11][CH:12]=[CH:13][C:14]=3[C:6]=2[N:5]=[C:4]([S:15][CH2:16][C:17](O)=[O:18])[N:3]1[C:20]1[CH:25]=[CH:24][CH:23]=[CH:22][CH:21]=1.[CH:26]1([NH2:33])[CH2:32][CH2:31][CH2:30][CH2:29][CH2:28][CH2:27]1.C(N(CC)CC)C.CN(C(ON1N=NC2C=CC=NC1=2)=[N+](C)C)C.F[P-](F)(F)(F)(F)F, predict the reaction product. The product is: [CH:26]1([NH:33][C:17](=[O:18])[CH2:16][S:15][C:4]2[N:3]([C:20]3[CH:21]=[CH:22][CH:23]=[CH:24][CH:25]=3)[C:2](=[O:1])[C:7]3[NH:8][C:9]4[CH:10]=[CH:11][CH:12]=[CH:13][C:14]=4[C:6]=3[N:5]=2)[CH2:32][CH2:31][CH2:30][CH2:29][CH2:28][CH2:27]1. (5) Given the reactants [CH3:1][O:2][C:3](=[O:26])[CH:4]([C:9]1[CH:10]=[C:11]([C:16]2[CH:21]=[CH:20][C:19]([C:22]([F:25])([F:24])[F:23])=[CH:18][CH:17]=2)[CH:12]=[C:13]([OH:15])[CH:14]=1)[CH2:5][CH:6]([CH3:8])[CH3:7].[F:27][C:28]1[CH:29]=[C:30](B(O)O)[CH:31]=[C:32]([F:35])[C:33]=1[F:34], predict the reaction product. The product is: [CH3:1][O:2][C:3](=[O:26])[CH:4]([C:9]1[CH:10]=[C:11]([C:16]2[CH:17]=[CH:18][C:19]([C:22]([F:23])([F:25])[F:24])=[CH:20][CH:21]=2)[CH:12]=[C:13]([O:15][C:30]2[CH:29]=[C:28]([F:27])[C:33]([F:34])=[C:32]([F:35])[CH:31]=2)[CH:14]=1)[CH2:5][CH:6]([CH3:8])[CH3:7]. (6) The product is: [I:1][C:2]1[CH:7]=[CH:6][C:5]([C:8]([C:28]2[CH:29]=[CH:30][C:25]([OH:31])=[CH:26][CH:27]=2)([CH3:9])[CH:10]([CH3:12])[CH3:11])=[CH:4][CH:3]=1. Given the reactants [I:1][C:2]1[CH:7]=[CH:6][C:5]([C:8](O)([CH:10]([CH3:12])[CH3:11])[CH3:9])=[CH:4][CH:3]=1.CC1C=CC(S(O)(=O)=O)=CC=1.[C:25]1([OH:31])[CH:30]=[CH:29][CH:28]=[CH:27][CH:26]=1, predict the reaction product. (7) Given the reactants [C:1]([C:3]1[CH:4]=[CH:5][C:6]([N:9]2[CH2:14][CH2:13][CH:12]([NH:15][C:16]3[C:21]([C:22]([O:24]CC)=[O:23])=[CH:20][N:19]=[C:18]4[NH:27][CH:28]=[CH:29][C:17]=34)[CH2:11][CH2:10]2)=[N:7][CH:8]=1)#[N:2].[OH-].[Na+].Cl, predict the reaction product. The product is: [C:1]([C:3]1[CH:4]=[CH:5][C:6]([N:9]2[CH2:14][CH2:13][CH:12]([NH:15][C:16]3[C:21]([C:22]([OH:24])=[O:23])=[CH:20][N:19]=[C:18]4[NH:27][CH:28]=[CH:29][C:17]=34)[CH2:11][CH2:10]2)=[N:7][CH:8]=1)#[N:2].